From a dataset of Full USPTO retrosynthesis dataset with 1.9M reactions from patents (1976-2016). Predict the reactants needed to synthesize the given product. (1) Given the product [CH2:43]([N:22]([CH2:20][CH3:21])[CH2:23][CH2:24][NH:25][C:26]([C:28]1[C:41]2[C:32](=[CH:33][C:34]3[C:39]([N:40]=2)=[CH:38][CH:37]=[CH:36][CH:35]=3)[CH:31]=[CH:30][C:29]=1[I:42])=[O:27])[CH3:44], predict the reactants needed to synthesize it. The reactants are: IC1C2C(=NC3C(C=2)=CC=CC=3)C(C(OC)=O)=CC=1.[CH2:20]([N:22]([CH2:43][CH3:44])[CH2:23][CH2:24][NH:25][C:26]([C:28]1[C:41]2[NH:40][C:39]3[C:34](=[CH:35][CH:36]=[CH:37][CH:38]=3)[CH2:33][C:32]=2[CH:31]=[CH:30][C:29]=1[I:42])=[O:27])[CH3:21].[K+].[Br-].IC1C2C=C(C(OC)=O)SC=2C=CC=1.C(N(CC)CCNC(C1SC2C=CC=C(I)C=2C=1)=O)C. (2) Given the product [OH:1][C:2]1[C:7]([N+:22]([O-:24])=[O:23])=[CH:6][C:5]([C:8]([C:10]2[C:11]([C:16]([F:17])([F:18])[F:19])=[N:12][CH:13]=[CH:14][CH:15]=2)=[O:9])=[CH:4][C:3]=1[O:20][CH3:21], predict the reactants needed to synthesize it. The reactants are: [OH:1][C:2]1[CH:7]=[CH:6][C:5]([C:8]([C:10]2[C:11]([C:16]([F:19])([F:18])[F:17])=[N:12][CH:13]=[CH:14][CH:15]=2)=[O:9])=[CH:4][C:3]=1[O:20][CH3:21].[N+:22]([O-])([OH:24])=[O:23].